Task: Regression. Given a peptide amino acid sequence and an MHC pseudo amino acid sequence, predict their binding affinity value. This is MHC class I binding data.. Dataset: Peptide-MHC class I binding affinity with 185,985 pairs from IEDB/IMGT (1) The binding affinity (normalized) is 0. The peptide sequence is KYHSNVKEL. The MHC is Mamu-B8301 with pseudo-sequence Mamu-B8301. (2) The peptide sequence is TLKDGDFIL. The MHC is HLA-A26:01 with pseudo-sequence HLA-A26:01. The binding affinity (normalized) is 0.0847. (3) The MHC is Mamu-A2601 with pseudo-sequence Mamu-A2601. The binding affinity (normalized) is 0.229. The peptide sequence is LNKYYNLTM. (4) The peptide sequence is EWIFRALKY. The MHC is HLA-A30:01 with pseudo-sequence HLA-A30:01. The binding affinity (normalized) is 0.0253. (5) The binding affinity (normalized) is 0. The peptide sequence is NYMPYVFTL. The MHC is HLA-A26:01 with pseudo-sequence HLA-A26:01. (6) The peptide sequence is MTMITPPTF. The MHC is HLA-B15:42 with pseudo-sequence HLA-B15:42. The binding affinity (normalized) is 0.213. (7) The peptide sequence is GELMTLATWV. The MHC is Patr-A0401 with pseudo-sequence Patr-A0401. The binding affinity (normalized) is 0.